From a dataset of Forward reaction prediction with 1.9M reactions from USPTO patents (1976-2016). Predict the product of the given reaction. (1) Given the reactants [NH2:1][C:2]1[C:7](F)=[CH:6][C:5](Br)=[CH:4][C:3]=1[CH2:10]O.[NH2:12][C:13](N)=[O:14], predict the reaction product. The product is: [OH:14][C:13]1[N:12]=[CH:10][C:3]2[C:2](=[CH:7][CH:6]=[CH:5][CH:4]=2)[N:1]=1. (2) Given the reactants [F:1][C:2]([F:9])([F:8])[C:3]([O:5]CC)=O.[NH2:10][CH2:11][CH2:12][CH2:13][OH:14].C1C=C2C(C(O)(O)C(=O)C2=CC=1)=O, predict the reaction product. The product is: [OH:14][CH2:13][CH2:12][CH2:11][NH:10][C:3](=[O:5])[C:2]([F:1])([F:8])[F:9]. (3) The product is: [CH3:1][O:2][C:3]([C:4]1[CH:9]=[CH:8][N:7]2[CH:12]=[N:11][CH:10]=[C:6]2[C:5]=1[Cl:14])=[O:15]. Given the reactants [CH3:1][O:2][C:3](=[O:15])[C:4]1[CH:9]=[CH:8][N:7]=[C:6]([CH2:10][NH:11][CH:12]=O)[C:5]=1[Cl:14].P(Cl)(Cl)(Cl)=O, predict the reaction product. (4) Given the reactants Cl[C:2]1[C:3]2[CH2:10][C:9](=[O:11])[N:8]([CH2:12][C:13]3[CH:18]=[CH:17][C:16]([O:19][CH3:20])=[CH:15][CH:14]=3)[C:4]=2[N:5]=[CH:6][N:7]=1.CN1C(=O)CCC1.Cl.Cl.[F:30][C:31]1[CH:36]=[CH:35][C:34]([C:37]2[N:38]=[C:39]([CH:47]3[CH2:52][CH2:51][NH:50][CH2:49][CH2:48]3)[N:40]([CH2:42][CH2:43][N:44]([CH3:46])[CH3:45])[CH:41]=2)=[CH:33][C:32]=1[C:53]([F:56])([F:55])[F:54].CCN(C(C)C)C(C)C.OP(O)(O)=O, predict the reaction product. The product is: [CH3:45][N:44]([CH3:46])[CH2:43][CH2:42][N:40]1[CH:41]=[C:37]([C:34]2[CH:35]=[CH:36][C:31]([F:30])=[C:32]([C:53]([F:55])([F:54])[F:56])[CH:33]=2)[N:38]=[C:39]1[CH:47]1[CH2:48][CH2:49][N:50]([C:2]2[C:3]3[CH2:10][C:9](=[O:11])[N:8]([CH2:12][C:13]4[CH:18]=[CH:17][C:16]([O:19][CH3:20])=[CH:15][CH:14]=4)[C:4]=3[N:5]=[CH:6][N:7]=2)[CH2:51][CH2:52]1. (5) Given the reactants BrC1C=NN(C2C=CC(OC)=CC=2)C=1.[CH3:15][O:16][C:17]1[CH:22]=[CH:21][C:20]([N:23]2[CH:27]=[C:26]([CH:28]=[CH2:29])[CH:25]=[N:24]2)=[CH:19][CH:18]=1, predict the reaction product. The product is: [CH2:28]([C:26]1[CH:25]=[N:24][N:23]([C:20]2[CH:21]=[CH:22][C:17]([O:16][CH3:15])=[CH:18][CH:19]=2)[CH:27]=1)[CH3:29]. (6) Given the reactants [NH2:1][C:2]1[C:6]([C:7]([NH:9][CH:10]([CH3:12])[CH3:11])=[O:8])=[CH:5][N:4]([C:13]2[CH:14]=[N:15][CH:16]=[CH:17][CH:18]=2)[N:3]=1.[C:19]1(C)C=CC(S(O)(=O)=O)=CC=1.C(OCC)(OCC)OCC, predict the reaction product. The product is: [CH:10]([N:9]1[C:7](=[O:8])[C:6]2=[CH:5][N:4]([C:13]3[CH:14]=[N:15][CH:16]=[CH:17][CH:18]=3)[N:3]=[C:2]2[N:1]=[CH:19]1)([CH3:12])[CH3:11]. (7) Given the reactants [F:1][C:2]1[C:3]([NH:28][C@H:29]2[CH2:34][CH2:33][CH2:32][C@@H:31]([NH2:35])[CH2:30]2)=[N:4][C:5]([C:8]2[C:16]3[C:11](=[N:12][CH:13]=[C:14]([F:17])[CH:15]=3)[N:10]([S:18]([C:21]3[CH:26]=[CH:25][C:24]([CH3:27])=[CH:23][CH:22]=3)(=[O:20])=[O:19])[CH:9]=2)=[N:6][CH:7]=1.FC1C=CC(C2C3C(=NC=C(F)C=3)NC=2)=CC=1N[C@H]1CCC[C@@H](N)C1.Cl[C:62]1[O:63][CH:64]=[C:65]([C:67]([O:69][CH3:70])=[O:68])[N:66]=1.C1CCN2C(=NCCC2)CC1, predict the reaction product. The product is: [F:1][C:2]1[C:3]([NH:28][C@H:29]2[CH2:34][CH2:33][CH2:32][C@@H:31]([NH:35][C:62]3[O:63][CH:64]=[C:65]([C:67]([O:69][CH3:70])=[O:68])[N:66]=3)[CH2:30]2)=[N:4][C:5]([C:8]2[C:16]3[C:11](=[N:12][CH:13]=[C:14]([F:17])[CH:15]=3)[N:10]([S:18]([C:21]3[CH:22]=[CH:23][C:24]([CH3:27])=[CH:25][CH:26]=3)(=[O:19])=[O:20])[CH:9]=2)=[N:6][CH:7]=1.